This data is from Reaction yield outcomes from USPTO patents with 853,638 reactions. The task is: Predict the reaction yield, written as a fraction of the theoretical maximum amount of product (1.0 means a 100% yield; for example, 0.34 means a 34% yield). The reactants are [C:1]([C:5]1[CH:9]=[C:8]([C:10]([O:12]CC)=[O:11])[N:7]([CH2:15][CH2:16][N:17]([CH3:19])[CH3:18])[N:6]=1)([CH3:4])([CH3:3])[CH3:2].[Li+].[OH-]. The catalyst is C1COCC1. The product is [C:1]([C:5]1[CH:9]=[C:8]([C:10]([OH:12])=[O:11])[N:7]([CH2:15][CH2:16][N:17]([CH3:19])[CH3:18])[N:6]=1)([CH3:4])([CH3:2])[CH3:3]. The yield is 0.290.